From a dataset of Forward reaction prediction with 1.9M reactions from USPTO patents (1976-2016). Predict the product of the given reaction. (1) Given the reactants [C:1]([C:5]1[CH:10]=[CH:9][C:8]([C:11]2[O:12][CH2:13][C:14]([CH3:17])([CH3:16])[N:15]=2)=[CH:7][CH:6]=1)([CH3:4])([CH3:3])[CH3:2].N#N.C1C[O:23][CH2:22]C1.C([Li])CCC, predict the reaction product. The product is: [C:1]([C:5]1[CH:6]=[CH:7][C:8]([C:11]2[O:12][CH2:13][C:14]([CH3:17])([CH3:16])[N:15]=2)=[C:9]([CH:10]=1)[CH:22]=[O:23])([CH3:4])([CH3:2])[CH3:3]. (2) The product is: [CH3:1][C:2]([C:5]1[CH:10]=[CH:9][C:8]([C:11]2[C:15]3[C:14](=[CH:19][CH:18]=[CH:17][CH:16]=3)[N:13]([CH2:20][C:21]3[CH:26]=[C:25]([N:45]4[CH2:50][CH2:49][O:48][CH2:47][CH2:46]4)[CH:24]=[C:23]([O:35][CH2:36][CH2:37][O:38][CH3:39])[CH:22]=3)[C:12]=2[C:40]([OH:42])=[O:41])=[CH:7][CH:6]=1)([CH3:4])[CH3:3]. Given the reactants [CH3:1][C:2]([C:5]1[CH:10]=[CH:9][C:8]([C:11]2[C:19]3[C:14](=[CH:15][CH:16]=[CH:17][CH:18]=3)[N:13]([CH2:20][C:21]3[CH:26]=[C:25](OS(C(F)(F)F)(=O)=O)[CH:24]=[C:23]([O:35][CH2:36][CH2:37][O:38][CH3:39])[CH:22]=3)[C:12]=2[C:40]([O:42]CC)=[O:41])=[CH:7][CH:6]=1)([CH3:4])[CH3:3].[NH:45]1[CH2:50][CH2:49][O:48][CH2:47][CH2:46]1.C1C=CC(P(C2C(C3C(P(C4C=CC=CC=4)C4C=CC=CC=4)=CC=C4C=3C=CC=C4)=C3C(C=CC=C3)=CC=2)C2C=CC=CC=2)=CC=1.C([O-])([O-])=O.[Cs+].[Cs+].[OH-].[Na+].Cl, predict the reaction product.